The task is: Regression. Given a peptide amino acid sequence and an MHC pseudo amino acid sequence, predict their binding affinity value. This is MHC class II binding data.. This data is from Peptide-MHC class II binding affinity with 134,281 pairs from IEDB. (1) The peptide sequence is KINDKCPSTGEAHLA. The MHC is DRB1_0404 with pseudo-sequence DRB1_0404. The binding affinity (normalized) is 0. (2) The peptide sequence is GELQIVDKIDAYFKI. The MHC is DRB5_0101 with pseudo-sequence DRB5_0101. The binding affinity (normalized) is 0.820. (3) The peptide sequence is VIIMDEAHFLDPASI. The MHC is HLA-DQA10201-DQB10402 with pseudo-sequence HLA-DQA10201-DQB10402. The binding affinity (normalized) is 0.291. (4) The peptide sequence is HLLKTRDNSVYIVKQ. The MHC is DRB1_0101 with pseudo-sequence DRB1_0101. The binding affinity (normalized) is 0.648. (5) The peptide sequence is STWLLKPGAGIMIFD. The MHC is DRB1_0405 with pseudo-sequence DRB1_0405. The binding affinity (normalized) is 0.202. (6) The peptide sequence is SVTIKLDGNLLSSND. The MHC is DRB4_0101 with pseudo-sequence DRB4_0103. The binding affinity (normalized) is 0.478. (7) The peptide sequence is GKKYFAATQFEPLAA. The MHC is HLA-DPA10103-DPB10401 with pseudo-sequence HLA-DPA10103-DPB10401. The binding affinity (normalized) is 1.00.